Task: Predict the reactants needed to synthesize the given product.. Dataset: Full USPTO retrosynthesis dataset with 1.9M reactions from patents (1976-2016) (1) Given the product [C:12]([C:11]1[CH:14]=[C:7]([C:5]2[S:6][C:2]([C:24]3[CH:32]=[CH:31][CH:30]=[C:29]4[C:25]=3[CH2:26][CH2:27][C@@H:28]4[NH:33][C:34](=[O:40])[O:35][C:36]([CH3:38])([CH3:37])[CH3:39])=[N:3][N:4]=2)[CH:8]=[CH:9][C:10]=1[F:15])#[N:13], predict the reactants needed to synthesize it. The reactants are: Br[C:2]1[S:6][C:5]([C:7]2[CH:8]=[CH:9][C:10]([F:15])=[C:11]([CH:14]=2)[C:12]#[N:13])=[N:4][N:3]=1.CC1(C)C(C)(C)OB([C:24]2[CH:32]=[CH:31][CH:30]=[C:29]3[C:25]=2[CH2:26][CH2:27][C@@H:28]3[NH:33][C:34](=[O:40])[O:35][C:36]([CH3:39])([CH3:38])[CH3:37])O1.C(=O)([O-])[O-].[K+].[K+].N#N. (2) Given the product [ClH:1].[NH2:34][CH2:35][CH2:36][NH:37][C:12](=[O:14])[CH2:11][N:8]1[C:9]2[C:5](=[CH:4][CH:3]=[C:2]([Cl:1])[CH:10]=2)[C:6]([C:15]([N:17]2[CH2:18][CH2:19][CH:20]([C:23]3[CH:28]=[CH:27][CH:26]=[CH:25][C:24]=3[C:29]([F:31])([F:30])[F:32])[CH2:21][CH2:22]2)=[O:16])=[CH:7]1, predict the reactants needed to synthesize it. The reactants are: [Cl:1][C:2]1[CH:10]=[C:9]2[C:5]([C:6]([C:15]([N:17]3[CH2:22][CH2:21][CH:20]([C:23]4[CH:28]=[CH:27][CH:26]=[CH:25][C:24]=4[C:29]([F:32])([F:31])[F:30])[CH2:19][CH2:18]3)=[O:16])=[CH:7][N:8]2[CH2:11][C:12]([OH:14])=O)=[CH:4][CH:3]=1.C[N:34](C)[CH2:35][CH2:36][NH2:37]. (3) Given the product [C:10]([O:9][C:7]([N:5]1[CH:6]=[C:2]([Br:1])[N:3]=[CH:4]1)=[O:8])([CH3:13])([CH3:12])[CH3:11], predict the reactants needed to synthesize it. The reactants are: [Br:1][C:2]1[N:3]=[CH:4][NH:5][CH:6]=1.[C:7](O[C:7]([O:9][C:10]([CH3:13])([CH3:12])[CH3:11])=[O:8])([O:9][C:10]([CH3:13])([CH3:12])[CH3:11])=[O:8]. (4) Given the product [CH3:12][C@@H:13]1[NH:14][CH2:15][CH2:16][N:17]([C:2]2[CH:11]=[CH:10][C:5]([C:6]([O:8][CH3:9])=[O:7])=[CH:4][CH:3]=2)[CH2:18]1, predict the reactants needed to synthesize it. The reactants are: F[C:2]1[CH:11]=[CH:10][C:5]([C:6]([O:8][CH3:9])=[O:7])=[CH:4][CH:3]=1.[CH3:12][C@H:13]1[CH2:18][NH:17][CH2:16][CH2:15][NH:14]1. (5) Given the product [F:24][C:25]([F:38])([F:39])[C:26]1[CH:27]=[C:28]([CH2:29][NH:30][C:19](=[O:21])[C:18]2[CH:22]=[C:14]([Br:13])[CH:15]=[CH:16][C:17]=2[OH:23])[CH:31]=[C:32]([C:34]([F:35])([F:36])[F:37])[CH:33]=1, predict the reactants needed to synthesize it. The reactants are: Cl.CN(C)CCCN=C=NCC.[Br:13][C:14]1[CH:22]=[C:18]([C:19]([OH:21])=O)[C:17]([OH:23])=[CH:16][CH:15]=1.[F:24][C:25]([F:39])([F:38])[C:26]1[CH:27]=[C:28]([CH:31]=[C:32]([C:34]([F:37])([F:36])[F:35])[CH:33]=1)[CH2:29][NH2:30].Cl. (6) Given the product [F:23][C:20]1[CH:21]=[CH:22][C:17]([CH2:16][C:11]2([CH2:14][OH:15])[CH2:12][CH2:13][NH:8][CH2:9][CH2:10]2)=[CH:18][CH:19]=1, predict the reactants needed to synthesize it. The reactants are: C(OC([N:8]1[CH2:13][CH2:12][C:11]([CH2:16][C:17]2[CH:22]=[CH:21][C:20]([F:23])=[CH:19][CH:18]=2)([CH2:14][OH:15])[CH2:10][CH2:9]1)=O)(C)(C)C.FC(F)(F)C(O)=O. (7) The reactants are: [OH:1][C:2]1[C:12]([N+:13]([O-])=O)=[CH:11][CH:10]=[CH:9][C:3]=1[C:4]([N:6]([CH3:8])[CH3:7])=[O:5].O.NN. Given the product [NH2:13][C:12]1[C:2]([OH:1])=[C:3]([CH:9]=[CH:10][CH:11]=1)[C:4]([N:6]([CH3:8])[CH3:7])=[O:5], predict the reactants needed to synthesize it.